This data is from Forward reaction prediction with 1.9M reactions from USPTO patents (1976-2016). The task is: Predict the product of the given reaction. Given the reactants [OH:1][C:2]1[CH:7]=[C:6]([CH3:8])[C:5]([C:9]2[CH:14]=[CH:13][CH:12]=[C:11]([CH2:15][O:16][C:17]3[CH:22]=[CH:21][C:20]([C:23]4([CH2:27][C:28]([O:30][CH2:31][CH3:32])=[O:29])[CH2:26][O:25][CH2:24]4)=[CH:19][CH:18]=3)[CH:10]=2)=[C:4]([CH3:33])[CH:3]=1.CC1C=CC(S(O[CH2:45][C:46]([CH3:49])([CH3:48])[CH3:47])(=O)=O)=CC=1.C(=O)([O-])[O-].[Cs+].[Cs+], predict the reaction product. The product is: [CH3:8][C:6]1[CH:7]=[C:2]([O:1][CH2:45][C:46]([CH3:49])([CH3:48])[CH3:47])[CH:3]=[C:4]([CH3:33])[C:5]=1[C:9]1[CH:14]=[CH:13][CH:12]=[C:11]([CH2:15][O:16][C:17]2[CH:22]=[CH:21][C:20]([C:23]3([CH2:27][C:28]([O:30][CH2:31][CH3:32])=[O:29])[CH2:24][O:25][CH2:26]3)=[CH:19][CH:18]=2)[CH:10]=1.